Task: Predict the product of the given reaction.. Dataset: Forward reaction prediction with 1.9M reactions from USPTO patents (1976-2016) (1) Given the reactants [F:1][C:2]1[CH:11]=[C:10]([S:12][C:13]([F:16])([F:15])[F:14])[CH:9]=[CH:8][C:3]=1[NH:4][CH2:5]OC.[BH4-].[Na+], predict the reaction product. The product is: [F:1][C:2]1[CH:11]=[C:10]([S:12][C:13]([F:14])([F:16])[F:15])[CH:9]=[CH:8][C:3]=1[NH:4][CH3:5]. (2) Given the reactants B(Br)(Br)Br.[CH:5]([C:8]1[CH:13]=[CH:12][C:11]([O:14]C)=[C:10]([O:16][C:17]2[CH:22]=[CH:21][CH:20]=[CH:19][CH:18]=2)[CH:9]=1)([CH3:7])[CH3:6], predict the reaction product. The product is: [CH:5]([C:8]1[CH:13]=[CH:12][C:11]([OH:14])=[C:10]([O:16][C:17]2[CH:22]=[CH:21][CH:20]=[CH:19][CH:18]=2)[CH:9]=1)([CH3:7])[CH3:6].